The task is: Predict the reactants needed to synthesize the given product.. This data is from Full USPTO retrosynthesis dataset with 1.9M reactions from patents (1976-2016). The reactants are: Cl.[CH2:2]([O:4][C@@H:5]1[CH2:10][CH2:9][CH2:8][NH:7][CH2:6]1)[CH3:3].[CH:11]([C@@H:13]1[CH2:18][CH2:17][CH2:16][CH2:15][C@H:14]1[NH:19][C:20](=[O:26])[O:21][C:22]([CH3:25])([CH3:24])[CH3:23])=O.C(O[BH-](OC(=O)C)OC(=O)C)(=O)C.[Na+].[OH-].[Na+]. Given the product [C:22]([O:21][C:20](=[O:26])[NH:19][C@@H:14]1[CH2:15][CH2:16][CH2:17][CH2:18][C@H:13]1[CH2:11][N:7]1[CH2:8][CH2:9][CH2:10][C@@H:5]([O:4][CH2:2][CH3:3])[CH2:6]1)([CH3:25])([CH3:23])[CH3:24], predict the reactants needed to synthesize it.